The task is: Predict the product of the given reaction.. This data is from Forward reaction prediction with 1.9M reactions from USPTO patents (1976-2016). (1) Given the reactants [N:1]1[CH:6]=[CH:5][CH:4]=[CH:3][C:2]=1[C:7]([NH:9][C:10]1[C:11]([C:21]([O:23]C)=[O:22])=[N:12][N:13]([CH:15]2[CH2:20][CH2:19][CH2:18][CH2:17][O:16]2)[CH:14]=1)=[O:8].O1CCCC1.[OH-].[Na+].Cl, predict the reaction product. The product is: [N:1]1[CH:6]=[CH:5][CH:4]=[CH:3][C:2]=1[C:7]([NH:9][C:10]1[C:11]([C:21]([OH:23])=[O:22])=[N:12][N:13]([CH:15]2[CH2:20][CH2:19][CH2:18][CH2:17][O:16]2)[CH:14]=1)=[O:8]. (2) Given the reactants F[C:2]1[CH:7]=[CH:6][C:5]([N+:8]([O-:10])=[O:9])=[CH:4][C:3]=1[C:11]1[O:12][C:13]2[CH:19]=[CH:18][C:17]([C:20]3[CH:25]=[CH:24][CH:23]=[CH:22][CH:21]=3)=[CH:16][C:14]=2[N:15]=1, predict the reaction product. The product is: [N+:8]([C:5]1[CH:6]=[CH:7][C:2]([O:12][CH:13]([CH3:19])[CH3:14])=[C:3]([C:11]2[O:12][C:13]3[CH:19]=[CH:18][C:17]([C:20]4[CH:25]=[CH:24][CH:23]=[CH:22][CH:21]=4)=[CH:16][C:14]=3[N:15]=2)[CH:4]=1)([O-:10])=[O:9]. (3) Given the reactants [CH3:1][C:2]1[CH:11]=[CH:10][C:9]2[C:4](=[CH:5][C:6]([C:12]([OH:14])=[O:13])=[CH:7][CH:8]=2)[N:3]=1.[C:15]([O-])([O-])=O.[K+].[K+].CI.O, predict the reaction product. The product is: [CH3:1][C:2]1[CH:11]=[CH:10][C:9]2[C:4](=[CH:5][C:6]([C:12]([O:14][CH3:15])=[O:13])=[CH:7][CH:8]=2)[N:3]=1. (4) Given the reactants [Br-].[C:2]([C:5]1[CH:6]=[N+:7]([CH2:25][C:26]2[CH:31]=[CH:30][C:29]([CH3:32])=[CH:28][CH:27]=2)[CH:8]=[CH:9][C:10]=1[CH2:11][CH:12]1[CH2:21][CH2:20][C:19]2[C:14](=[CH:15][CH:16]=[C:17]([O:22][CH3:23])[CH:18]=2)[C:13]1=[O:24])(=[O:4])[CH3:3].C1C(C(N)=O)=CN(CC2C=CC=CC=2)C=C1, predict the reaction product. The product is: [C:2]([C:5]1[CH:10]([CH2:11][CH:12]2[CH2:21][CH2:20][C:19]3[C:14](=[CH:15][CH:16]=[C:17]([O:22][CH3:23])[CH:18]=3)[C:13]2=[O:24])[CH:9]=[CH:8][N:7]([CH2:25][C:26]2[CH:31]=[CH:30][C:29]([CH3:32])=[CH:28][CH:27]=2)[CH:6]=1)(=[O:4])[CH3:3].